This data is from PAMPA (Parallel Artificial Membrane Permeability Assay) permeability data from NCATS. The task is: Regression/Classification. Given a drug SMILES string, predict its absorption, distribution, metabolism, or excretion properties. Task type varies by dataset: regression for continuous measurements (e.g., permeability, clearance, half-life) or binary classification for categorical outcomes (e.g., BBB penetration, CYP inhibition). Dataset: pampa_ncats. The molecule is CC1=CC=CC=C1C(=O)N2CCC3=C2C=CC(=C3)C4=NC(=NC=C4)NC(=O)CC5=CC=CC=C5. The result is 1 (high permeability).